From a dataset of Reaction yield outcomes from USPTO patents with 853,638 reactions. Predict the reaction yield, written as a fraction of the theoretical maximum amount of product (1.0 means a 100% yield; for example, 0.34 means a 34% yield). (1) The yield is 0.830. The product is [Br:1][C:2]1[C:3]([CH2:4][OH:5])=[CH:6][C:7]([OH:11])=[C:8]([F:10])[CH:9]=1. The catalyst is CO. The reactants are [Br:1][C:2]1[CH:9]=[C:8]([F:10])[C:7]([OH:11])=[CH:6][C:3]=1[CH:4]=[O:5].[BH4-].[Na+]. (2) The reactants are [NH2:1][N:2]1[C:7](=[O:8])[C:6]([C:9]2[NH:14][C:13]3[CH:15]=[CH:16][C:17]([O:19][CH2:20][C:21]4[CH:26]=[CH:25][CH:24]=[CH:23][CH:22]=4)=[CH:18][C:12]=3[S:11](=[O:28])(=[O:27])[N:10]=2)=[C:5]([OH:29])[C:4]2[S:30][CH:31]=[CH:32][C:3]1=2.[C:33]1(=O)[CH2:38][CH2:37][CH2:36][CH2:35][CH2:34]1. The catalyst is CN(C)C(=O)C. The product is [CH2:20]([O:19][C:17]1[CH:16]=[CH:15][C:13]2[NH:14][C:9]([C:6]3[C:7](=[O:8])[N:2]([N:1]=[C:33]4[CH2:38][CH2:37][CH2:36][CH2:35][CH2:34]4)[C:3]4[CH:32]=[CH:31][S:30][C:4]=4[C:5]=3[OH:29])=[N:10][S:11](=[O:28])(=[O:27])[C:12]=2[CH:18]=1)[C:21]1[CH:26]=[CH:25][CH:24]=[CH:23][CH:22]=1. The yield is 0.730. (3) The reactants are [C:1]1([C:7]2([C:17]3[CH:22]=[CH:21][CH:20]=[CH:19][CH:18]=3)[CH:11]3[CH2:12][NH:13][CH2:14][CH2:15][N:10]3[C:9](=[O:16])[O:8]2)[CH:6]=[CH:5][CH:4]=[CH:3][CH:2]=1.C(N(C(C)C)CC)(C)C.[CH2:32](Br)[C:33]([C:35]1[CH:40]=[CH:39][CH:38]=[CH:37][CH:36]=1)=[O:34].O. The catalyst is O1CCCC1. The product is [O:34]=[C:33]([C:35]1[CH:40]=[CH:39][CH:38]=[CH:37][CH:36]=1)[CH2:32][N:13]1[CH2:14][CH2:15][N:10]2[C:9](=[O:16])[O:8][C:7]([C:1]3[CH:6]=[CH:5][CH:4]=[CH:3][CH:2]=3)([C:17]3[CH:18]=[CH:19][CH:20]=[CH:21][CH:22]=3)[CH:11]2[CH2:12]1. The yield is 0.660. (4) The reactants are [CH:1]1([CH2:6][CH2:7][CH2:8][N:9]2[CH:13]=[CH:12][N:11]([C:14]3[CH:19]=[CH:18][C:17]([N+:20]([O-])=O)=[CH:16][CH:15]=3)[C:10]2=[O:23])[CH2:5][CH2:4][CH2:3][CH2:2]1. The catalyst is [Pd].C(OCC)(=O)C. The product is [NH2:20][C:17]1[CH:16]=[CH:15][C:14]([N:11]2[CH2:12][CH2:13][N:9]([CH2:8][CH2:7][CH2:6][CH:1]3[CH2:5][CH2:4][CH2:3][CH2:2]3)[C:10]2=[O:23])=[CH:19][CH:18]=1. The yield is 0.600. (5) The reactants are C[Si]([C:5]#[C:6][C:7]1[CH:19]=[CH:18][C:10]([O:11][CH:12]2[CH2:17][CH2:16][CH2:15][CH2:14][O:13]2)=[C:9]([CH3:20])[CH:8]=1)(C)C.C(=O)([O-])[O-].[K+].[K+]. The catalyst is CO. The product is [C:6]([C:7]1[CH:19]=[CH:18][C:10]([O:11][CH:12]2[CH2:17][CH2:16][CH2:15][CH2:14][O:13]2)=[C:9]([CH3:20])[CH:8]=1)#[CH:5]. The yield is 0.910. (6) The reactants are [NH:1]1[CH:5]=[CH:4][N:3]=[N:2]1.[I-].[Na+].[OH-].[Na+].Cl[CH2:11][CH2:12][C:13]1[CH:18]=[CH:17][CH:16]=[CH:15][CH:14]=1. The catalyst is C(O)(CC)(C)C.C1(C)C=CC=CC=1. The product is [C:13]1([CH2:12][CH2:11][N:1]2[CH:5]=[CH:4][N:3]=[N:2]2)[CH:18]=[CH:17][CH:16]=[CH:15][CH:14]=1. The yield is 0.730. (7) The reactants are [CH3:1][C:2]([O:5][C:6]([NH:8][C@H:9]([C:20]([OH:22])=O)[CH2:10][C:11]1[CH:16]=[CH:15][C:14]([N+:17]([O-:19])=[O:18])=[CH:13][CH:12]=1)=[O:7])([CH3:4])[CH3:3].[CH3:23][C:24]1([CH3:32])[O:31][C:29](=[O:30])[CH2:28][C:26](=[O:27])[O:25]1.C1CCC(N=C=NC2CCCCC2)CC1. The catalyst is CN(C1C=CN=CC=1)C.ClCCl. The product is [CH3:23][C:24]1([CH3:32])[O:31][C:29](=[O:30])[CH:28]([C:20](=[O:22])[C@@H:9]([NH:8][C:6](=[O:7])[O:5][C:2]([CH3:1])([CH3:3])[CH3:4])[CH2:10][C:11]2[CH:12]=[CH:13][C:14]([N+:17]([O-:19])=[O:18])=[CH:15][CH:16]=2)[C:26](=[O:27])[O:25]1. The yield is 0.510. (8) The reactants are [H-].[Al+3].[Li+].[H-].[H-].[H-].[CH3:7][N:8]([CH3:24])[C:9](=O)[CH:10]([CH3:22])[CH:11]([C:14]1[CH:19]=[CH:18][CH:17]=[C:16]([O:20][CH3:21])[CH:15]=1)[CH2:12][CH3:13]. The catalyst is CCOCC. The product is [CH3:21][O:20][C:16]1[CH:15]=[C:14]([CH:11]([CH2:12][CH3:13])[CH:10]([CH3:22])[CH2:9][N:8]([CH3:24])[CH3:7])[CH:19]=[CH:18][CH:17]=1. The yield is 0.850. (9) The reactants are [CH2:1]([NH:8][C:9]([C:11]1[N:16]=[C:15]2[C:17](Br)=[CH:18][N:19]=[CH:20][C:14]2=[N:13][CH:12]=1)=[O:10])[C:2]1[CH:7]=[CH:6][CH:5]=[CH:4][CH:3]=1.[Cl:22][C:23]1[CH:28]=[CH:27][C:26](B(O)O)=[CH:25][CH:24]=1.C(=O)([O-])[O-].[Cs+].[Cs+].O1CCOCC1. The catalyst is C1(P([C-]2C=CC=C2)C2C=CC=CC=2)C=CC=CC=1.[C-]1(P(C2C=CC=CC=2)C2C=CC=CC=2)C=CC=C1.[Fe+2].[Pd](Cl)Cl.O. The product is [CH2:1]([NH:8][C:9]([C:11]1[N:16]=[C:15]2[C:17]([C:26]3[CH:27]=[CH:28][C:23]([Cl:22])=[CH:24][CH:25]=3)=[CH:18][N:19]=[CH:20][C:14]2=[N:13][CH:12]=1)=[O:10])[C:2]1[CH:7]=[CH:6][CH:5]=[CH:4][CH:3]=1. The yield is 0.690. (10) The reactants are CS[C:3]([N:6]1[CH2:11][CH2:10][CH2:9][CH2:8][CH:7]1[C:12]1[N:13]=[N:14][N:15]([C:17]2[CH:22]=[CH:21][CH:20]=[C:19]([Cl:23])[CH:18]=2)[N:16]=1)=[N:4][CH3:5].[C:24]([NH:32][NH2:33])(=O)[C:25]1[CH:30]=[CH:29][N:28]=[CH:27][CH:26]=1. The catalyst is C(O)C.O. The product is [Cl:23][C:19]1[CH:18]=[C:17]([N:15]2[N:14]=[N:13][C:12]([CH:7]3[CH2:8][CH2:9][CH2:10][CH2:11][N:6]3[C:3]3[N:4]([CH3:5])[C:24]([C:25]4[CH:30]=[CH:29][N:28]=[CH:27][CH:26]=4)=[N:32][N:33]=3)=[N:16]2)[CH:22]=[CH:21][CH:20]=1. The yield is 0.403.